From a dataset of Experimentally validated miRNA-target interactions with 360,000+ pairs, plus equal number of negative samples. Binary Classification. Given a miRNA mature sequence and a target amino acid sequence, predict their likelihood of interaction. (1) The miRNA is hsa-miR-98-5p with sequence UGAGGUAGUAAGUUGUAUUGUU. The protein sequence of the target gene is MGARASGGPLARAGLLLLLLLLLLLGLLAPGAQGARGRGGAEKNSYRRTVNTFSQSVSSLFGEDNVRAAQKFLARLTERFVLGVDMFVETLWKVWTELLDVLGLDVSNLSQYFSPASVSSSPARALLLVGVVLLAYWFLSLTLGFTFSVLHVVFGRFFWIVRVVLFSMSCVYILHKYEGEPENAVLPLCFVVAVYFMTGPMGFYWRSSPSGPSNPSNPSVEEKLEHLEKQVRLLNIRLNRVLESLDRSKDK. Result: 1 (interaction). (2) The miRNA is hsa-miR-5705 with sequence UGUUUCGGGGCUCAUGGCCUGUG. The protein sequence of the target gene is MSTESMIRDVELAEEALPQKMGGFQNSRRCLCLSLFSFLLVAGATTLFCLLNFGVIGPQRDEKFPNGLPLISSMAQTLTLRSSSQNSSDKPVAHVVANHQVEEQLEWLSQRANALLANGMDLKDNQLVVPADGLYLVYSQVLFKGQGCPDYVLLTHTVSRFAISYQEKVNLLSAVKSPCPKDTPEGAELKPWYEPIYLGGVFQLEKGDQLSAEVNLPKYLDFAESGQVYFGVIAL. Result: 0 (no interaction). (3) The miRNA is hsa-miR-6719-3p with sequence UCUGACAUCAGUGAUUCUCCUG. The protein sequence of the target gene is MAGAAPRVRYLAGFCCPLGGLAAGKPRVLCHEAEVFLSTGSELVYVYDQEGGLLTAAFRFPDQVWHLELLAPRRLLYALCARRGLYCLSLDHPGRSRSTSQDDRDSEDGDQPSPVIPVDPDACILPDAALCAFTLLDSVLVTLVQGPARWKMQLFEQPCPGEDPRPGGQIGEVELSSYTPPAGVPGKPAAPHFLPVLCSVSPSGSRVPHDLLGGSGGFTLEDALFGLLFGADATLLQSPVVLCGLPDGQLCCVILKALVTSRSAPGDPNALVKILHHLEEPVIFIGALKTEPQAAEAAEN.... Result: 0 (no interaction). (4) The miRNA is hsa-miR-7110-5p with sequence UGGGGGUGUGGGGAGAGAGAG. The protein sequence of the target gene is MDDEEETYRLWKIRKTIMQLCHDRGYLVTQDELDQTLEEFKAQSGDKPSEGRPRRTDLTVLVAHNDDPTDQMFVFFPEEPKVGIKTIKVYCQRMQEENITRALIVVQQGMTPSAKQSLVDMAPKYILEQFLQQELLINITEHELVPEHVVMTKEEVTELLARYKLRENQLPRIQAGDPVARYFGIKRGQVVKIIRPSETAGRYITYRLVQ. Result: 1 (interaction). (5) The miRNA is hsa-miR-6874-3p with sequence CAGUUCUGCUGUUCUGACUCUAG. The protein sequence of the target gene is MPLLWLRGFLLASCWIIVRSSPTPGSEGHSAAPDCPSCALAALPKDVPNSQPEMVEAVKKHILNMLHLKKRPDVTQPVPKAALLNAIRKLHVGKVGENGYVEIEDDIGRRAEMNELMEQTSEIITFAESGTARKTLHFEISKEGSDLSVVERAEVWLFLKVPKANRTRTKVTIRLFQQQKHPQGSLDTGEEAEEVGLKGERSELLLSEKVVDARKSTWHVFPVSSSIQRLLDQGKSSLDVRIACEQCQESGASLVLLGKKKKKEEEGEGKKKGGGEGGAGADEEKEQSHRPFLMLQARQS.... Result: 0 (no interaction). (6) The miRNA is mmu-miR-7650-3p with sequence GUUUUGAUAUAUACAAGAAGGA. The protein sequence of the target gene is MDDAGGLGGSGGFRPGVDSLDEPPNSRIFLVISKHTSELVLRERFSPFGDIQDIWVVRDKHTKESKGVAFVKFARSSQACRAMEEMHGQCLGPSDTKPIKVFIAQSRSSGSHRDVEDEELTRIFVMIPKSYTEEDLREKFKVYGDIEYCSIIKNKVTGESKGLGYVRYLKPSQAAQAIENCDRSFRALLAEPKNKVSGSPEQDDYSSGRQEALGQEPRANLFPFVGEQQSEFSTFDKNDSRGQEAVSKRLSVVSRVPFTEEQLFSIFDIVPGLEYCEVPRDPYSNYGHGVVQYFNVASAI.... Result: 0 (no interaction). (7) The miRNA is hsa-miR-6854-5p with sequence AAGCUCAGGUUUGAGAACUGCUGA. The protein sequence of the target gene is MKAAVLDLGSLLAKLFETSTAPPAGPSSRPSGGAAAAGSGGSRAGTPLGTAPTLLRALAPDSPSASRRSPAPLLSSPYSRGSAASRAAGAVGTLLSWPSSPRAGKAPPQPPTPSGGGCSPARLVVPARPPSGPGGVWAALPRNPLQPGPGERELGACVAPGAGPRTLFLTLPDIGEEGASDGDSGDGEARGLSEGRRRHGFTVRSKDSLPTHFTRNVQKAIDKYTCKSLSSFSSSGSHTPTGAHTSWSGSATQSSTTGSSTERGSVYSWRDDEFDEASSQSVQRLLWEVEEMLFEGKVNP.... Result: 0 (no interaction). (8) The miRNA is hsa-miR-182-3p with sequence UGGUUCUAGACUUGCCAACUA. The protein sequence of the target gene is MVPKADSGAFLLLFLLVLTVTEPLRPELRCNPGQFACHGGTIQCIPLPWQCDGWPTCEDKSDEADCPVTGEARPYGKETVDLRQGRARGGDPTHFHTVNVAQPVRFSSFLGKCPSGWHHYEGTASCYRVYLSGENYWDAAQTCQRVNGSLATFSTDQELRFVLAQEWDQPERSFGWKDQRKLWVGYQYVITGRNHSLEGRWEVAFKGSPEVFLPPDPIFASAMSENDNVFCAQLQCFHFPTLRHHDLHSWHAESCSEKSSFLCKRSQTCVDIKDNVVDEGFYFTPKGDDPCLSCTCHRGE.... Result: 0 (no interaction). (9) The miRNA is hsa-miR-665 with sequence ACCAGGAGGCUGAGGCCCCU. The protein sequence of the target gene is MRVKDPTKALPEKAKRSKRPTVPHDEDSSDDIAVGLTCQHVSHAISVNHVKRAIAENLWSVCSECLKERRFYDGQLVLTSDIWLCLKCGFQGCGKNSESQHSLKHFKSSRTEPHCIIINLSTWIIWCYECDEKLSTHCNKKVLAQIVDFLQKHASKTQTSAFSRIMKLCEEKCETDEIQKGGKCRNLSVRGITNLGNTCFFNAVMQNLAQTYTLTDLMNEIKESSTKLKIFPSSDSQLDPLVVELSRPGPLTSALFLFLHSMKETEKGPLSPKVLFNQLCQKAPRFKDFQQQDSQELLHY.... Result: 1 (interaction). (10) The miRNA is mmu-miR-105 with sequence CCAAGUGCUCAGAUGCUUGUGGU. The protein sequence of the target gene is MAAVELEWIPETLYNTAISAVVDNYIRSRRDIRSLPENIQFDVYYKLYQQGRLCQLGSEFCELEVFAKVLRALDKRHLLHHCFQALMDHGVKVASVLAYSFSRRCSYIAESDAAVKEKAIQVGFVLGGFLSDAGWYSDAEKVFLSCLQLCTLHDEMLHWFRAVECCVRLLHVRNGNCKYHLGEETFKLAQTYMDKLSKHGQQANKAALYGELCALLFAKSHYDEAYKWCIEAMKEITAGLPVKVVVDVLRQASKACVVKREFKKAEQLIKHAVYLARDHFGSKHPKYSDTLLDYGFYLLN.... Result: 0 (no interaction).